From a dataset of Forward reaction prediction with 1.9M reactions from USPTO patents (1976-2016). Predict the product of the given reaction. (1) Given the reactants [CH2:1]([C:3]1[C:8](=[O:9])[NH:7][C:6]([CH3:10])=[C:5]([C:11]2[S:15][C:14]([S:16]([Cl:19])(=[O:18])=[O:17])=[CH:13][CH:12]=2)[CH:4]=1)[CH3:2].[CH:20]1([CH2:26][N:27]2[CH2:32][CH2:31][CH:30]([NH2:33])[CH2:29][CH2:28]2)[CH2:25][CH2:24][CH2:23][CH2:22][CH2:21]1, predict the reaction product. The product is: [ClH:19].[CH:20]1([CH2:26][N:27]2[CH2:32][CH2:31][CH:30]([NH:33][S:16]([C:14]3[S:15][C:11]([C:5]4[CH:4]=[C:3]([CH2:1][CH3:2])[C:8](=[O:9])[NH:7][C:6]=4[CH3:10])=[CH:12][CH:13]=3)(=[O:18])=[O:17])[CH2:29][CH2:28]2)[CH2:21][CH2:22][CH2:23][CH2:24][CH2:25]1. (2) Given the reactants Cl[C:2]1[N:3]=[C:4]([N:25]2[CH2:30][CH2:29][O:28][CH2:27][CH2:26]2)[C:5]2[S:10][C:9]([CH2:11][N:12]3[CH2:17][CH2:16][N:15]([C:18]([O:20][C:21]([CH3:24])([CH3:23])[CH3:22])=[O:19])[CH2:14][CH2:13]3)=[CH:8][C:6]=2[N:7]=1.C[Sn](C)(C)[C:33]1[CH:41]=[CH:40][CH:39]=[C:38]2[C:34]=1[CH:35]=[N:36][NH:37]2, predict the reaction product. The product is: [NH:37]1[C:38]2[C:34](=[C:33]([C:2]3[N:3]=[C:4]([N:25]4[CH2:30][CH2:29][O:28][CH2:27][CH2:26]4)[C:5]4[S:10][C:9]([CH2:11][N:12]5[CH2:17][CH2:16][N:15]([C:18]([O:20][C:21]([CH3:24])([CH3:23])[CH3:22])=[O:19])[CH2:14][CH2:13]5)=[CH:8][C:6]=4[N:7]=3)[CH:41]=[CH:40][CH:39]=2)[CH:35]=[N:36]1. (3) Given the reactants [CH3:1][O:2][C:3](=[O:13])[C:4]1[CH:12]=[CH:11][CH:10]=[C:6]([C:7]([O-])=[O:8])[CH:5]=1.B.C1COCC1.CO, predict the reaction product. The product is: [OH:8][CH2:7][C:6]1[CH:5]=[C:4]([CH:12]=[CH:11][CH:10]=1)[C:3]([O:2][CH3:1])=[O:13]. (4) Given the reactants [CH3:1][C@H:2]([NH:7][C:8]([C:10]1[C:18]2[C:13](=[N:14][CH:15]=[C:16](Br)[N:17]=2)[N:12]([CH2:20][O:21][CH2:22][CH2:23][Si:24]([CH3:27])([CH3:26])[CH3:25])[CH:11]=1)=[O:9])[C:3]([CH3:6])([CH3:5])[CH3:4].[CH2:28]([NH:35][C:36]([C:38]1[S:42][C:41](B(O)O)=[CH:40][CH:39]=1)=[O:37])[C:29]1[CH:34]=[CH:33][CH:32]=[CH:31][CH:30]=1.C([O-])([O-])=O.[Na+].[Na+], predict the reaction product. The product is: [CH3:1][C@H:2]([NH:7][C:8]([C:10]1[C:18]2[C:13](=[N:14][CH:15]=[C:16]([C:41]3[S:42][C:38]([C:36](=[O:37])[NH:35][CH2:28][C:29]4[CH:34]=[CH:33][CH:32]=[CH:31][CH:30]=4)=[CH:39][CH:40]=3)[N:17]=2)[N:12]([CH2:20][O:21][CH2:22][CH2:23][Si:24]([CH3:27])([CH3:26])[CH3:25])[CH:11]=1)=[O:9])[C:3]([CH3:6])([CH3:5])[CH3:4]. (5) Given the reactants C[O:2][C:3]1[CH:8]=[CH:7][C:6]([O:9]C)=[CH:5][C:4]=1[C:11](=[O:20])[CH2:12][C:13]1[CH:18]=[CH:17][C:16]([F:19])=[CH:15][CH:14]=1.N#N.B(Br)(Br)Br, predict the reaction product. The product is: [OH:2][C:3]1[CH:8]=[CH:7][C:6]([OH:9])=[CH:5][C:4]=1[C:11](=[O:20])[CH2:12][C:13]1[CH:18]=[CH:17][C:16]([F:19])=[CH:15][CH:14]=1. (6) Given the reactants Br[CH2:2][CH2:3][CH2:4][CH2:5][CH2:6][CH2:7][C:8]([O:10][CH2:11][CH3:12])=[O:9].C(=O)([O-])[O-].[K+].[K+].[CH3:19][S:20]([N:23]1[CH2:28][CH2:27][N:26]([CH2:29][C:30]2[S:38][C:37]3[C:36]([N:39]4[CH2:44][CH2:43][O:42][CH2:41][CH2:40]4)=[N:35][C:34]([C:45]4[CH:53]=[CH:52][CH:51]=[C:50]5[C:46]=4[CH:47]=[N:48][N:49]5CCCCC(OCC)=O)=[N:33][C:32]=3[CH:31]=2)[CH2:25][CH2:24]1)(=[O:22])=[O:21].[CH3:63][S:64]([N:67]1[CH2:72][CH2:71][N:70]([CH2:73][C:74]2[S:82][C:81]3[C:80]([N:83]4[CH2:88][CH2:87][O:86][CH2:85][CH2:84]4)=[N:79][C:78]([C:89]4[C:90]5[C:94]([CH:95]=[CH:96][CH:97]=4)=[N:93][N:92]([CH2:98]CCCC(OCC)=O)[CH:91]=5)=[N:77][C:76]=3[CH:75]=2)[CH2:69][CH2:68]1)(=[O:66])=[O:65], predict the reaction product. The product is: [CH3:19][S:20]([N:23]1[CH2:28][CH2:27][N:26]([CH2:29][C:30]2[S:38][C:37]3[C:36]([N:39]4[CH2:44][CH2:43][O:42][CH2:41][CH2:40]4)=[N:35][C:34]([C:45]4[CH:53]=[CH:52][CH:51]=[C:50]5[C:46]=4[CH:47]=[N:48][N:49]5[CH2:2][CH2:3][CH2:4][CH2:5][CH2:6][CH2:7][C:8]([O:10][CH2:11][CH3:12])=[O:9])=[N:33][C:32]=3[CH:31]=2)[CH2:25][CH2:24]1)(=[O:21])=[O:22].[CH3:63][S:64]([N:67]1[CH2:68][CH2:69][N:70]([CH2:73][C:74]2[S:82][C:81]3[C:80]([N:83]4[CH2:84][CH2:85][O:86][CH2:87][CH2:88]4)=[N:79][C:78]([C:89]4[C:90]5[C:94]([CH:95]=[CH:96][CH:97]=4)=[N:93][N:92]([CH2:98][CH2:3][CH2:4][CH2:5][CH2:6][CH2:7][C:8]([O:10][CH2:11][CH3:12])=[O:9])[CH:91]=5)=[N:77][C:76]=3[CH:75]=2)[CH2:71][CH2:72]1)(=[O:65])=[O:66].